From a dataset of Catalyst prediction with 721,799 reactions and 888 catalyst types from USPTO. Predict which catalyst facilitates the given reaction. (1) Reactant: [C:1]([C:5]1[CH:23]=[C:8]2[N:9]=[C:10]([CH3:22])[C:11]([CH:14]([CH2:19][CH2:20][CH3:21])[C:15]([O:17][CH3:18])=[O:16])=[C:12](Cl)[N:7]2[N:6]=1)([CH3:4])([CH3:3])[CH3:2].[NH:24]1[C:32]2[C:27](=[CH:28][C:29](B(O)O)=[CH:30][CH:31]=2)[CH:26]=[CH:25]1.C(N(C(C)C)CC)(C)C. Product: [C:1]([C:5]1[CH:23]=[C:8]2[N:9]=[C:10]([CH3:22])[C:11]([CH:14]([CH2:19][CH2:20][CH3:21])[C:15]([O:17][CH3:18])=[O:16])=[C:12]([C:29]3[CH:28]=[C:27]4[C:32](=[CH:31][CH:30]=3)[NH:24][CH:25]=[CH:26]4)[N:7]2[N:6]=1)([CH3:4])([CH3:3])[CH3:2]. The catalyst class is: 149. (2) Reactant: C(OC(=O)[NH:7][C:8]1[N:17]([CH2:18][CH2:19][CH3:20])[CH2:16][C:15]2[C:10](=[CH:11][CH:12]=[C:13]([O:21][C:22]3[CH:27]=[CH:26][CH:25]=[C:24]([NH:28][CH2:29][C:30]4[C:35]([CH3:36])=[CH:34][C:33]([CH3:37])=[CH:32][C:31]=4[CH3:38])[CH:23]=3)[CH:14]=2)[N:9]=1)(C)(C)C. Product: [CH2:18]([N:17]1[CH2:16][C:15]2[C:10](=[CH:11][CH:12]=[C:13]([O:21][C:22]3[CH:27]=[CH:26][CH:25]=[C:24]([NH:28][CH2:29][C:30]4[C:31]([CH3:38])=[CH:32][C:33]([CH3:37])=[CH:34][C:35]=4[CH3:36])[CH:23]=3)[CH:14]=2)[N:9]=[C:8]1[NH2:7])[CH2:19][CH3:20]. The catalyst class is: 137.